Dataset: Forward reaction prediction with 1.9M reactions from USPTO patents (1976-2016). Task: Predict the product of the given reaction. (1) The product is: [Cl:27][C:21]1[CH:22]=[C:23]([Cl:26])[CH:24]=[CH:25][C:20]=1[C:19]([N:18]([CH2:17][CH:14]1[CH2:13][CH2:12][NH:11][CH2:16][CH2:15]1)[C:29]1[CH:33]=[C:32]([C:34]2[CH:35]=[CH:36][CH:37]=[CH:38][CH:39]=2)[S:31][C:30]=1[C:40]([OH:42])=[O:41])=[O:28]. Given the reactants C(OC([N:11]1[CH2:16][CH2:15][CH:14]([CH2:17][N:18]([C:29]2[CH:33]=[C:32]([C:34]3[CH:39]=[CH:38][CH:37]=[CH:36][CH:35]=3)[S:31][C:30]=2[C:40]([OH:42])=[O:41])[C:19](=[O:28])[C:20]2[CH:25]=[CH:24][C:23]([Cl:26])=[CH:22][C:21]=2[Cl:27])[CH2:13][CH2:12]1)=O)C1C=CC=CC=1, predict the reaction product. (2) The product is: [Cl:39][C:40]1[CH:45]=[CH:44][C:43]([C:2]2[CH:11]=[C:10]([C@H:12]([C@@H:14]3[CH2:19][CH2:18][CH2:17][CH2:16][N:15]3[C:20]([C:33]3[CH:38]=[CH:37][CH:36]=[CH:35][CH:34]=3)([C:27]3[CH:32]=[CH:31][CH:30]=[CH:29][CH:28]=3)[C:21]3[CH:26]=[CH:25][CH:24]=[CH:23][CH:22]=3)[OH:13])[C:9]3[C:4](=[CH:5][CH:6]=[CH:7][CH:8]=3)[N:3]=2)=[CH:42][CH:41]=1. Given the reactants Br[C:2]1[CH:11]=[C:10]([C@H:12]([C@@H:14]2[CH2:19][CH2:18][CH2:17][CH2:16][N:15]2[C:20]([C:33]2[CH:38]=[CH:37][CH:36]=[CH:35][CH:34]=2)([C:27]2[CH:32]=[CH:31][CH:30]=[CH:29][CH:28]=2)[C:21]2[CH:26]=[CH:25][CH:24]=[CH:23][CH:22]=2)[OH:13])[C:9]2[C:4](=[CH:5][CH:6]=[CH:7][CH:8]=2)[N:3]=1.[Cl:39][C:40]1[CH:45]=[CH:44][C:43](B(O)O)=[CH:42][CH:41]=1.C([O-])([O-])=O.[K+].[K+], predict the reaction product. (3) Given the reactants [CH2:1]([O:8][C:9]([N:11]1[CH2:16][C:15]([CH2:17][CH2:18][OH:19])=[CH:14][CH2:13][CH2:12]1)=[O:10])[C:2]1[CH:7]=[CH:6][CH:5]=[CH:4][CH:3]=1.C(N(CC)CC)C.[CH3:27][S:28](Cl)(=[O:30])=[O:29], predict the reaction product. The product is: [CH2:1]([O:8][C:9]([N:11]1[CH2:16][C:15]([CH2:17][CH2:18][O:19][S:28]([CH3:27])(=[O:30])=[O:29])=[CH:14][CH2:13][CH2:12]1)=[O:10])[C:2]1[CH:7]=[CH:6][CH:5]=[CH:4][CH:3]=1. (4) Given the reactants [CH:1]1[C:10]2[CH:9]=[CH:8][CH:7]=[C:6]([C:11]([NH:13][NH:14][C:15]([NH2:17])=[S:16])=O)[C:5]=2[CH:4]=[N:3][N:2]=1.S(=O)(=O)(O)O.N, predict the reaction product. The product is: [CH:1]1[C:10]2[C:5](=[C:6]([C:11]3[S:16][C:15]([NH2:17])=[N:14][N:13]=3)[CH:7]=[CH:8][CH:9]=2)[CH:4]=[N:3][N:2]=1.